Dataset: Catalyst prediction with 721,799 reactions and 888 catalyst types from USPTO. Task: Predict which catalyst facilitates the given reaction. (1) Reactant: [CH3:1][O:2][C:3]1[CH:8]=[CH:7][C:6]([CH:9]([C:14]2[CH:19]=[CH:18][C:17]([O:20][CH3:21])=[CH:16][CH:15]=2)[CH2:10][CH:11]([NH2:13])[CH3:12])=[CH:5][CH:4]=1.[CH2:22]([O:29][C:30]([NH:32][C:33]1[CH:38]=[CH:37][C:36]([O:39][CH2:40][C@H:41]2[O:43][CH2:42]2)=[CH:35][N:34]=1)=[O:31])[C:23]1[CH:28]=[CH:27][CH:26]=[CH:25][CH:24]=1. Product: [CH2:22]([O:29][C:30](=[O:31])[NH:32][C:33]1[CH:38]=[CH:37][C:36]([O:39][CH2:40][C@@H:41]([OH:43])[CH2:42][NH:13][CH:11]([CH3:12])[CH2:10][CH:9]([C:6]2[CH:5]=[CH:4][C:3]([O:2][CH3:1])=[CH:8][CH:7]=2)[C:14]2[CH:15]=[CH:16][C:17]([O:20][CH3:21])=[CH:18][CH:19]=2)=[CH:35][N:34]=1)[C:23]1[CH:28]=[CH:27][CH:26]=[CH:25][CH:24]=1. The catalyst class is: 5. (2) Reactant: [Br:1][C:2]1[CH:3]=[C:4]([C:9]2([C:17]3[CH:22]=[CH:21][C:20]([CH2:23][CH3:24])=[C:19]([OH:25])[CH:18]=3)[NH:13][C:12](=[S:14])[N:11]([CH3:15])[C:10]2=[O:16])[CH:5]=[CH:6][C:7]=1[F:8].C(N(CC)CC)C.[CH3:33][S:34](Cl)(=[O:36])=[O:35]. Product: [CH3:33][S:34]([O:25][C:19]1[CH:18]=[C:17]([C:9]2([C:4]3[CH:5]=[CH:6][C:7]([F:8])=[C:2]([Br:1])[CH:3]=3)[C:10](=[O:16])[N:11]([CH3:15])[C:12](=[S:14])[NH:13]2)[CH:22]=[CH:21][C:20]=1[CH2:23][CH3:24])(=[O:36])=[O:35]. The catalyst class is: 4.